Dataset: Blood-brain barrier permeability classification from the B3DB database. Task: Regression/Classification. Given a drug SMILES string, predict its absorption, distribution, metabolism, or excretion properties. Task type varies by dataset: regression for continuous measurements (e.g., permeability, clearance, half-life) or binary classification for categorical outcomes (e.g., BBB penetration, CYP inhibition). Dataset: b3db_classification. The molecule is CCn1cc(C(=O)O)c(=O)c2ccc(Cc3ccccc3)nc21. The result is 1 (penetrates BBB).